This data is from Acute oral toxicity (LD50) regression data from Zhu et al.. The task is: Regression/Classification. Given a drug SMILES string, predict its toxicity properties. Task type varies by dataset: regression for continuous values (e.g., LD50, hERG inhibition percentage) or binary classification for toxic/non-toxic outcomes (e.g., AMES mutagenicity, cardiotoxicity, hepatotoxicity). Dataset: ld50_zhu. (1) The molecule is O=C(NC(=O)c1c(F)cccc1F)Nc1ccc(Cl)cc1. The rat oral LD50 is 1.83, given as -log10 of the dose in mol/kg body weight (higher means more acutely toxic). (2) The compound is COP(=O)(OC)SCC(Cl)(Cl)Cl. The rat oral LD50 is 3.26, given as -log10 of the dose in mol/kg body weight (higher means more acutely toxic). (3) The molecule is O=c1[nH]cc(F)c(=O)[nH]1. The rat oral LD50 is 2.75, given as -log10 of the dose in mol/kg body weight (higher means more acutely toxic). (4) The drug is O=C(O)CCC(=O)O. The rat oral LD50 is 1.72, given as -log10 of the dose in mol/kg body weight (higher means more acutely toxic). (5) The molecule is Cc1nc(N(C)C)nc(OC(=O)N(C)C)c1C. The rat oral LD50 is 3.38, given as -log10 of the dose in mol/kg body weight (higher means more acutely toxic). (6) The drug is Brc1ccc(-c2ccc(Br)c(Br)c2Br)c(Br)c1Br. The rat oral LD50 is 1.47, given as -log10 of the dose in mol/kg body weight (higher means more acutely toxic). (7) The rat oral LD50 is 2.44, given as -log10 of the dose in mol/kg body weight (higher means more acutely toxic). The drug is COc1ccc2c(c1OC)C(=O)OC2C1c2c(cc3c(c2OC)OCO3)CCN1C. (8) The rat oral LD50 is 1.16, given as -log10 of the dose in mol/kg body weight (higher means more acutely toxic). The molecule is CCCCCCCC(=O)O.